This data is from Full USPTO retrosynthesis dataset with 1.9M reactions from patents (1976-2016). The task is: Predict the reactants needed to synthesize the given product. (1) Given the product [F:1][C:2]1[CH:7]=[CH:6][C:5]([C:8]2[C:9]3[CH:21]=[CH:20][C:19](=[O:22])[N:18]([C:23]4[CH:28]=[CH:27][CH:26]=[CH:25][C:24]=4[CH3:29])[C:10]=3[N:11]=[C:12]([NH:31][CH:32]3[CH2:37][CH2:36][O:35][CH2:34][CH2:33]3)[N:13]=2)=[C:4]([CH3:30])[CH:3]=1, predict the reactants needed to synthesize it. The reactants are: [F:1][C:2]1[CH:7]=[CH:6][C:5]([C:8]2[C:9]3[CH:21]=[CH:20][C:19](=[O:22])[N:18]([C:23]4[CH:28]=[CH:27][CH:26]=[CH:25][C:24]=4[CH3:29])[C:10]=3[N:11]=[C:12](S(C)(=O)=O)[N:13]=2)=[C:4]([CH3:30])[CH:3]=1.[NH2:31][CH:32]1[CH2:37][CH2:36][O:35][CH2:34][CH2:33]1. (2) Given the product [CH:25]1([O:16][C:15](=[O:17])[C@@H:2]([NH:1][C:18]([O:20][C:21]([CH3:24])([CH3:23])[CH3:22])=[O:19])[CH2:3][CH2:4][C:5]([O:6][CH2:7][C:8]2[CH:13]=[CH:12][CH:11]=[CH:10][CH:9]=2)=[O:14])[CH2:29][CH2:28][CH2:27][CH2:26]1, predict the reactants needed to synthesize it. The reactants are: [NH:1]([C:18]([O:20][C:21]([CH3:24])([CH3:23])[CH3:22])=[O:19])[C@H:2]([C:15]([OH:17])=[O:16])[CH2:3][CH2:4][C:5](=[O:14])[O:6][CH2:7][C:8]1[CH:13]=[CH:12][CH:11]=[CH:10][CH:9]=1.[CH:25]1(O)[CH2:29][CH2:28][CH2:27][CH2:26]1.C(Cl)CCl. (3) Given the product [CH2:1]([O:3][C:4](=[O:17])[C:5]([O:8][C:9]1[CH:14]=[CH:13][C:12]([O:15][CH2:19][C:20]2[C:21]([CH:36]3[CH2:38][CH2:37]3)=[N:22][C:23]([C:26]3[CH:27]=[CH:28][C:29]([C:32]([F:34])([F:35])[F:33])=[CH:30][CH:31]=3)=[CH:24][CH:25]=2)=[CH:11][C:10]=1[CH3:16])([CH3:6])[CH3:7])[CH3:2], predict the reactants needed to synthesize it. The reactants are: [CH2:1]([O:3][C:4](=[O:17])[C:5]([O:8][C:9]1[CH:14]=[CH:13][C:12]([OH:15])=[CH:11][C:10]=1[CH3:16])([CH3:7])[CH3:6])[CH3:2].Cl[CH2:19][C:20]1[C:21]([CH:36]2[CH2:38][CH2:37]2)=[N:22][C:23]([C:26]2[CH:31]=[CH:30][C:29]([C:32]([F:35])([F:34])[F:33])=[CH:28][CH:27]=2)=[CH:24][CH:25]=1.C([O-])([O-])=O.[Cs+].[Cs+]. (4) Given the product [CH2:20]([O:22][C:23]([CH:25]1[CH2:30][CH2:29][N:28]([CH2:9][C:10]2[C:18]3[B:17]([OH:19])[O:16][CH2:15][C:14]=3[CH:13]=[CH:12][CH:11]=2)[CH2:27][CH2:26]1)=[O:24])[CH3:21], predict the reactants needed to synthesize it. The reactants are: OCC1CCN([CH2:9][C:10]2[C:18]3[B:17]([OH:19])[O:16][CH2:15][C:14]=3[CH:13]=[CH:12][CH:11]=2)CC1.[CH2:20]([O:22][C:23]([CH:25]1[CH2:30][CH2:29][NH:28][CH2:27][CH2:26]1)=[O:24])[CH3:21]. (5) Given the product [Br:1][C:2]1[CH:3]=[CH:4][C:5]([O:18][CH3:19])=[C:6]([C:8]([C:10]2[C:15]([Cl:16])=[N:14][C:13]([Cl:17])=[CH:12][N:11]=2)=[O:9])[CH:7]=1, predict the reactants needed to synthesize it. The reactants are: [Br:1][C:2]1[CH:3]=[CH:4][C:5]([O:18][CH3:19])=[C:6]([CH:8]([C:10]2[C:15]([Cl:16])=[N:14][C:13]([Cl:17])=[CH:12][N:11]=2)[OH:9])[CH:7]=1.CC(C)=O.OS(O)(=O)=O.O=[Cr](=O)=O. (6) Given the product [O:28]=[C:25]1[CH2:26][CH2:27][C:23]([NH:1][C:2]2[C:6]3[CH:7]=[N:8][C:9]([NH:11][C:12]([NH:14][C@@H:15]([C:17]4[CH:22]=[CH:21][CH:20]=[CH:19][CH:18]=4)[CH3:16])=[O:13])=[CH:10][C:5]=3[NH:4][N:3]=2)=[CH:24]1, predict the reactants needed to synthesize it. The reactants are: [NH2:1][C:2]1[C:6]2[CH:7]=[N:8][C:9]([NH:11][C:12]([NH:14][C@@H:15]([C:17]3[CH:22]=[CH:21][CH:20]=[CH:19][CH:18]=3)[CH3:16])=[O:13])=[CH:10][C:5]=2[NH:4][N:3]=1.[C:23]1(=O)[CH2:27][CH2:26][C:25](=[O:28])[CH2:24]1.[O-]S([O-])(=O)=O.[Mg+2]. (7) Given the product [CH3:1][C:2]1[CH:7]=[CH:6][C:5]2[C:8]3[C:13](=[CH:12][CH:11]=[CH:10][CH:9]=3)[NH:14][C:4]=2[C:3]=1[O:17][C:18]([C:31]1[CH:36]=[CH:35][CH:34]=[CH:33][CH:32]=1)([C:25]1[CH:26]=[CH:27][CH:28]=[CH:29][CH:30]=1)[C:19]1[CH:24]=[CH:23][CH:22]=[CH:21][CH:20]=1, predict the reactants needed to synthesize it. The reactants are: [CH3:1][C:2]1[CH:7]=[CH:6][C:5]([C:8]2[CH:13]=[CH:12][CH:11]=[CH:10][CH:9]=2)=[C:4]([N+:14]([O-])=O)[C:3]=1[O:17][C:18]([C:31]1[CH:36]=[CH:35][CH:34]=[CH:33][CH:32]=1)([C:25]1[CH:30]=[CH:29][CH:28]=[CH:27][CH:26]=1)[C:19]1[CH:24]=[CH:23][CH:22]=[CH:21][CH:20]=1.C(OP(OCC)OCC)C. (8) The reactants are: [C:1]([O:5][C:6]([N:8]1[CH2:13][CH2:12][C:11](=O)[CH2:10][CH2:9]1)=[O:7])([CH3:4])([CH3:3])[CH3:2].[NH:15]1[CH2:20][CH2:19][O:18][CH2:17][CH2:16]1.C(O)(=O)C.C(O[BH-](OC(=O)C)OC(=O)C)(=O)C.[Na+]. Given the product [C:1]([O:5][C:6]([N:8]1[CH2:13][CH2:12][CH:11]([N:15]2[CH2:20][CH2:19][O:18][CH2:17][CH2:16]2)[CH2:10][CH2:9]1)=[O:7])([CH3:4])([CH3:3])[CH3:2], predict the reactants needed to synthesize it.